Dataset: HIV replication inhibition screening data with 41,000+ compounds from the AIDS Antiviral Screen. Task: Binary Classification. Given a drug SMILES string, predict its activity (active/inactive) in a high-throughput screening assay against a specified biological target. (1) The compound is O=C1C(=Cc2cccc([N+](=O)[O-])c2)CCCc2ccccc21. The result is 0 (inactive). (2) The result is 0 (inactive). The molecule is C=C1CC(CCCl)(c2ccccc2)OC1=O. (3) The compound is Clc1nn2nnnc2c2ccccc12. The result is 0 (inactive). (4) The compound is CCOC(=O)C1C(=S)NC(=O)C1C#N. The result is 0 (inactive). (5) The drug is COC(=O)C=C(C)C=CCOC1CCCCO1. The result is 0 (inactive).